This data is from Catalyst prediction with 721,799 reactions and 888 catalyst types from USPTO. The task is: Predict which catalyst facilitates the given reaction. (1) Reactant: [CH3:1][O:2][C:3]1[CH:26]=[C:25]([CH2:27][O:28][C:29]2[C:33](/[CH:34]=[CH:35]/[C:36]3[N:37]=[C:38]([N:42]4[CH2:47][CH2:46][O:45][CH2:44][CH2:43]4)[S:39][C:40]=3[CH3:41])=[CH:32][N:31]([C:48]3[CH:53]=[CH:52][CH:51]=[CH:50][CH:49]=3)[N:30]=2)[CH:24]=[CH:23][C:4]=1[O:5][CH2:6][C:7]1[N:8]=[C:9]([C:13]2[CH:14]=[C:15]([CH:20]=[CH:21][CH:22]=2)[C:16]([O:18]C)=[O:17])[O:10][C:11]=1[CH3:12].O1CCCC1.[OH-].[Na+].Cl. Product: [CH3:1][O:2][C:3]1[CH:26]=[C:25]([CH2:27][O:28][C:29]2[C:33](/[CH:34]=[CH:35]/[C:36]3[N:37]=[C:38]([N:42]4[CH2:43][CH2:44][O:45][CH2:46][CH2:47]4)[S:39][C:40]=3[CH3:41])=[CH:32][N:31]([C:48]3[CH:49]=[CH:50][CH:51]=[CH:52][CH:53]=3)[N:30]=2)[CH:24]=[CH:23][C:4]=1[O:5][CH2:6][C:7]1[N:8]=[C:9]([C:13]2[CH:14]=[C:15]([CH:20]=[CH:21][CH:22]=2)[C:16]([OH:18])=[O:17])[O:10][C:11]=1[CH3:12]. The catalyst class is: 72. (2) Reactant: [Si:1]([O:8][CH2:9][C:10]1[CH:15]=[CH:14][C:13]([NH:16][C:17](=[O:37])[NH:18][CH:19]2[C:27]3[C:22](=[CH:23][CH:24]=[CH:25][CH:26]=3)[N:21]([CH2:28][CH:29]([O:33][CH2:34][CH3:35])[O:30][CH2:31][CH3:32])[C:20]2=[O:36])=[CH:12][CH:11]=1)([C:4]([CH3:7])([CH3:6])[CH3:5])([CH3:3])[CH3:2].CC(C)([O-])C.[K+].[C:44]1([CH3:55])[CH:49]=[CH:48][C:47]([NH:50][C:51](=[O:54])[CH2:52]Br)=[CH:46][CH:45]=1.O. Product: [Si:1]([O:8][CH2:9][C:10]1[CH:11]=[CH:12][C:13]([NH:16][C:17](=[O:37])[NH:18][C:19]2([CH2:52][C:51]([NH:50][C:47]3[CH:48]=[CH:49][C:44]([CH3:55])=[CH:45][CH:46]=3)=[O:54])[C:27]3[C:22](=[CH:23][CH:24]=[CH:25][CH:26]=3)[N:21]([CH2:28][CH:29]([O:33][CH2:34][CH3:35])[O:30][CH2:31][CH3:32])[C:20]2=[O:36])=[CH:14][CH:15]=1)([C:4]([CH3:6])([CH3:7])[CH3:5])([CH3:3])[CH3:2]. The catalyst class is: 9. (3) Reactant: [CH2:1]([O:8][C:9]1[N:14]=[N:13][C:12]([CH2:15][CH2:16][C:17]2[CH:18]=[C:19]([CH2:23][CH2:24]OS(C)(=O)=O)[CH:20]=[CH:21][CH:22]=2)=[CH:11][CH:10]=1)[C:2]1[CH:7]=[CH:6][CH:5]=[CH:4][CH:3]=1.C(=O)([O-])[O-].[K+].[K+].[CH3:36][N:37]1[CH2:42][CH2:41][NH:40][CH2:39][CH2:38]1. Product: [CH2:1]([O:8][C:9]1[N:14]=[N:13][C:12]([CH2:15][CH2:16][C:17]2[CH:22]=[CH:21][CH:20]=[C:19]([CH2:23][CH2:24][N:40]3[CH2:41][CH2:42][N:37]([CH3:36])[CH2:38][CH2:39]3)[CH:18]=2)=[CH:11][CH:10]=1)[C:2]1[CH:7]=[CH:6][CH:5]=[CH:4][CH:3]=1. The catalyst class is: 21. (4) Reactant: [F:1][C:2]1[CH:7]=[CH:6][C:5]([C:8]2[S:9][C:10]3[CH2:11][C:12]4[C:18]([C:19]5[CH:24]=[CH:23][C:22]([O:25][CH3:26])=[CH:21][CH:20]=5)=[N:17][N:16](COCC[Si](C)(C)C)[C:13]=4[C:14]=3[CH:15]=2)=[CH:4][CH:3]=1.Cl. Product: [F:1][C:2]1[CH:7]=[CH:6][C:5]([C:8]2[S:9][C:10]3[CH2:11][C:12]4[C:18]([C:19]5[CH:24]=[CH:23][C:22]([O:25][CH3:26])=[CH:21][CH:20]=5)=[N:17][NH:16][C:13]=4[C:14]=3[CH:15]=2)=[CH:4][CH:3]=1. The catalyst class is: 5. (5) Reactant: C(OC(=O)[NH:7][C@H:8]([C:14](=[O:36])[NH:15][C@@H:16]([CH2:29][C:30]1[CH:35]=[CH:34][CH:33]=[CH:32][CH:31]=1)[CH:17]([C:19](=[O:28])[NH:20][CH2:21][C:22]1[CH:27]=[CH:26][CH:25]=[CH:24][CH:23]=1)[OH:18])[CH2:9][C:10]([F:13])([F:12])[F:11])(C)(C)C.C(O)(C(F)(F)F)=O.[CH2:45]([O:52][C:53]([NH:55][C@@H:56]([CH3:60])[C:57](O)=[O:58])=[O:54])[C:46]1[CH:51]=[CH:50][CH:49]=[CH:48][CH:47]=1.CN(C(ON1N=NC2C=CC=NC1=2)=[N+](C)C)C.F[P-](F)(F)(F)(F)F.C(N(CC)C(C)C)(C)C. Product: [CH2:45]([O:52][C:53](=[O:54])[NH:55][C@H:56]([C:57](=[O:58])[NH:7][CH:8]([C:14](=[O:36])[NH:15][C@@H:16]([CH2:29][C:30]1[CH:35]=[CH:34][CH:33]=[CH:32][CH:31]=1)[CH:17]([C:19](=[O:28])[NH:20][CH2:21][C:22]1[CH:27]=[CH:26][CH:25]=[CH:24][CH:23]=1)[OH:18])[CH2:9][C:10]([F:12])([F:13])[F:11])[CH3:60])[C:46]1[CH:51]=[CH:50][CH:49]=[CH:48][CH:47]=1. The catalyst class is: 4. (6) Reactant: [CH2:1]([O:3][C:4](=[O:17])[C:5]([O:8][C:9]1[CH:14]=[CH:13][CH:12]=[C:11]([C:15]#[N:16])[CH:10]=1)([CH3:7])[CH3:6])[CH3:2].C(O)(=O)C. Product: [CH2:1]([O:3][C:4](=[O:17])[C:5]([O:8][C:9]1[CH:14]=[CH:13][CH:12]=[C:11]([CH2:15][NH2:16])[CH:10]=1)([CH3:7])[CH3:6])[CH3:2]. The catalyst class is: 29.